Dataset: Reaction yield outcomes from USPTO patents with 853,638 reactions. Task: Predict the reaction yield, written as a fraction of the theoretical maximum amount of product (1.0 means a 100% yield; for example, 0.34 means a 34% yield). (1) The reactants are [CH3:1][O:2][C:3]1[CH:4]=[C:5]2[C:10](=[CH:11][CH:12]=1)[N:9]=[CH:8][CH:7]=[C:6]2[N:13]1[CH:21]=[C:20]2[C:15]([CH2:16][CH2:17][CH:18]([NH2:22])[CH2:19]2)=[N:14]1.Cl[CH2:24][C:25]([C:27]1[CH:28]=[CH:29][C:30]2[O:35][CH2:34][C:33](=[O:36])[NH:32][C:31]=2[CH:37]=1)=[O:26].CCN(CC)CC. The catalyst is CN(C=O)C. The product is [CH3:1][O:2][C:3]1[CH:4]=[C:5]2[C:10](=[CH:11][CH:12]=1)[N:9]=[CH:8][CH:7]=[C:6]2[N:13]1[CH:21]=[C:20]2[C:15]([CH2:16][CH2:17][CH:18]([NH:22][CH2:24][C:25]([C:27]3[CH:28]=[CH:29][C:30]4[O:35][CH2:34][C:33](=[O:36])[NH:32][C:31]=4[CH:37]=3)=[O:26])[CH2:19]2)=[N:14]1. The yield is 0.100. (2) The product is [F:15][C:12]1[CH:13]=[CH:14][C:9]([NH:8][C:6]2[N:5]=[C:4]([NH:16][CH2:17][CH2:18][CH3:19])[N:3]=[C:2]([NH:23][CH2:20][C:21]#[CH:22])[N:7]=2)=[CH:10][CH:11]=1. The catalyst is O1CCOCC1. The yield is 0.940. The reactants are Cl[C:2]1[N:7]=[C:6]([NH:8][C:9]2[CH:14]=[CH:13][C:12]([F:15])=[CH:11][CH:10]=2)[N:5]=[C:4]([NH:16][CH2:17][CH2:18][CH3:19])[N:3]=1.[CH2:20]([NH2:23])[C:21]#[CH:22].C([O-])(O)=O.[Na+]. (3) The reactants are [Br:1][C:2]1[N:7]=[C:6]([NH:8][C:9]2[CH:13]=[C:12]([CH:14]3[CH2:16][CH2:15]3)[NH:11][N:10]=2)[C:5]([C:17](OCC)=[O:18])=[CH:4][N:3]=1.[H-].[H-].[H-].[H-].[Li+].[Al+3].[O-]S([O-])(=O)=O.[Na+].[Na+].O. The catalyst is C1COCC1. The product is [Br:1][C:2]1[N:7]=[C:6]([NH:8][C:9]2[CH:13]=[C:12]([CH:14]3[CH2:15][CH2:16]3)[NH:11][N:10]=2)[C:5]([CH2:17][OH:18])=[CH:4][N:3]=1. The yield is 0.170. (4) The reactants are [Br:1][C:2]1[CH:3]=[C:4]([NH2:8])[CH:5]=[N:6][CH:7]=1.[CH:9]1([S:12](Cl)(=[O:14])=[O:13])[CH2:11][CH2:10]1.O1CCOCC1.N1C=CC=CC=1. The catalyst is ClCCl. The product is [Br:1][C:2]1[CH:3]=[C:4]([NH:8][S:12]([CH:9]2[CH2:11][CH2:10]2)(=[O:14])=[O:13])[CH:5]=[N:6][CH:7]=1. The yield is 0.800. (5) The reactants are [CH2:1]([O:3][C:4]1[CH:5]=[C:6]2[C:11](=[C:12]3[CH2:16][C:15]([CH3:18])([CH3:17])[O:14][C:13]=13)[C:10]([C:19]1[CH:28]=[CH:27][C:22]([C:23]([O:25][CH3:26])=[O:24])=[C:21]([N:29](CC)[C:30](=O)[C:31](F)(F)F)[CH:20]=1)=[N:9][C:8]([CH3:39])([CH3:38])[CH2:7]2)[CH3:2].C(=O)([O-])[O-].[K+].[K+]. The catalyst is CO. The product is [CH2:1]([O:3][C:4]1[CH:5]=[C:6]2[C:11](=[C:12]3[CH2:16][C:15]([CH3:18])([CH3:17])[O:14][C:13]=13)[C:10]([C:19]1[CH:28]=[CH:27][C:22]([C:23]([O:25][CH3:26])=[O:24])=[C:21]([NH:29][CH2:30][CH3:31])[CH:20]=1)=[N:9][C:8]([CH3:38])([CH3:39])[CH2:7]2)[CH3:2]. The yield is 0.380. (6) The product is [CH3:18][O:11][C:10]([CH:2]1[CH2:1][C:9]2[C:4](=[CH:5][CH:6]=[CH:7][CH:8]=2)[CH2:3]1)=[O:12]. The reactants are [CH2:1]1[C:9]2[C:4](=[CH:5][CH:6]=[CH:7][CH:8]=2)[CH2:3][CH:2]1[C:10]([OH:12])=[O:11].OS(O)(=O)=O.[CH3:18]O. The yield is 0.950. No catalyst specified.